From a dataset of Forward reaction prediction with 1.9M reactions from USPTO patents (1976-2016). Predict the product of the given reaction. (1) Given the reactants [CH2:1]1[C:10]2[C:5](=[CH:6][CH:7]=[CH:8][CH:9]=2)[CH2:4][CH2:3][N:2]1[CH2:11][C:12]([NH:14][CH2:15][CH2:16][CH:17]([C:24]1[CH:29]=[CH:28][CH:27]=[CH:26][CH:25]=1)[C:18]1[CH:23]=[CH:22][CH:21]=[CH:20][CH:19]=1)=O.[H-].[Al+3].[Li+].[H-].[H-].[H-].CCOCC, predict the reaction product. The product is: [CH2:1]1[C:10]2[C:5](=[CH:6][CH:7]=[CH:8][CH:9]=2)[CH2:4][CH2:3][N:2]1[CH2:11][CH2:12][NH:14][CH2:15][CH2:16][CH:17]([C:18]1[CH:19]=[CH:20][CH:21]=[CH:22][CH:23]=1)[C:24]1[CH:25]=[CH:26][CH:27]=[CH:28][CH:29]=1. (2) The product is: [Br:1][C@H:14]1[CH2:18][O:17][C@@H:16]2[C@H:19]([CH3:22])[CH2:20][O:21][C@H:15]12. Given the reactants [Br-:1].[Li+].CC1C=CC(S(O[C@@H:14]2[CH2:18][O:17][C@@H:16]3[C@H:19]([CH3:22])[CH2:20][O:21][C@H:15]23)(=O)=O)=CC=1, predict the reaction product. (3) Given the reactants C1(C2C(OCC3CCN(CC4N=C(C)SC=4)CC3)=CC(F)=C(C=2)C(OC)=O)CC1.[Cl:30][C:31]1[N:35]([CH3:36])[N:34]=[C:33]([C:37]([F:40])([F:39])[F:38])[C:32]=1[CH2:41][N:42]1[CH2:47][CH2:46][CH:45]([CH2:48][O:49][C:50]2[C:59]([CH:60]3[CH2:62][CH2:61]3)=[CH:58][C:53]([C:54]([O:56]C)=[O:55])=[C:52]([F:63])[CH:51]=2)[CH2:44][CH2:43]1, predict the reaction product. The product is: [Cl:30][C:31]1[N:35]([CH3:36])[N:34]=[C:33]([C:37]([F:38])([F:39])[F:40])[C:32]=1[CH2:41][N:42]1[CH2:47][CH2:46][CH:45]([CH2:48][O:49][C:50]2[C:59]([CH:60]3[CH2:62][CH2:61]3)=[CH:58][C:53]([C:54]([OH:56])=[O:55])=[C:52]([F:63])[CH:51]=2)[CH2:44][CH2:43]1. (4) Given the reactants [I:1][CH2:2][C:3]1[N:4]=[C:5]([C:14]2[CH:19]=[CH:18][C:17]([CH3:20])=[CH:16][CH:15]=2)[O:6][C:7]=1[C:8]1C=CC=CC=1.C/C(/C(C)=O)=N\O.C1(C)C=CC(C=O)=CC=1, predict the reaction product. The product is: [I:1][CH2:2][C:3]1[N:4]=[C:5]([C:14]2[CH:19]=[CH:18][C:17]([CH3:20])=[CH:16][CH:15]=2)[O:6][C:7]=1[CH3:8]. (5) Given the reactants C(=O)([O-])[O-].[K+].[K+].[CH3:7][C@@H:8]1[C:12]2[NH:13][C:14](B3OC(C)(C)C(C)(C)O3)=[CH:15][C:11]=2[C:10](=[O:25])[NH:9]1.Br[C:27]1[CH:28]=[CH:29][CH:30]=[C:31]2[C:36]=1[N:35]=[C:34]([NH:37][C:38]([CH3:41])([CH3:40])[CH3:39])[N:33]([C:42]1[CH:43]=[N:44][CH:45]=[CH:46][CH:47]=1)[C:32]2=[O:48], predict the reaction product. The product is: [C:38]([NH:37][C:34]1[N:33]([C:42]2[CH:43]=[N:44][CH:45]=[CH:46][CH:47]=2)[C:32](=[O:48])[C:31]2[C:36](=[C:27]([C:14]3[NH:13][C:12]4[C@@H:8]([CH3:7])[NH:9][C:10](=[O:25])[C:11]=4[CH:15]=3)[CH:28]=[CH:29][CH:30]=2)[N:35]=1)([CH3:41])([CH3:39])[CH3:40]. (6) Given the reactants O.O.O.O.O.O.O.[Cl-].[Ce+3].[Cl-].[Cl-].[C:12]([O:16][CH:17]([C:22]1[N:26]([CH3:27])[N:25]=[C:24]([C:28]2[CH2:33][CH2:32][CH2:31][C:30](=[O:34])[CH:29]=2)[C:23]=1[C:35]1[CH:36]=[CH:37][C:38]2[O:43][CH2:42][CH2:41][CH2:40][C:39]=2[CH:44]=1)[C:18]([O:20][CH3:21])=[O:19])([CH3:15])([CH3:14])[CH3:13].[BH4-].[Na+], predict the reaction product. The product is: [C:12]([O:16][CH:17]([C:22]1[N:26]([CH3:27])[N:25]=[C:24]([C:28]2[CH2:33][CH2:32][CH2:31][CH:30]([OH:34])[CH:29]=2)[C:23]=1[C:35]1[CH:36]=[CH:37][C:38]2[O:43][CH2:42][CH2:41][CH2:40][C:39]=2[CH:44]=1)[C:18]([O:20][CH3:21])=[O:19])([CH3:15])([CH3:13])[CH3:14]. (7) Given the reactants Cl[C:2]1[N:7]=[C:6]([O:8][CH3:9])[CH:5]=[CH:4][N:3]=1.[F:10][C:11]1[CH:12]=[CH:13][C:14]2[N:15]([CH:17]=[CH:18][N:19]=2)[CH:16]=1.COC1C=CN=C(C2N3C=C(C#N)C=CC3=NC=2)N=1, predict the reaction product. The product is: [F:10][C:11]1[CH:12]=[CH:13][C:14]2[N:15]([C:17]([C:2]3[N:7]=[C:6]([O:8][CH3:9])[CH:5]=[CH:4][N:3]=3)=[CH:18][N:19]=2)[CH:16]=1.